From a dataset of Full USPTO retrosynthesis dataset with 1.9M reactions from patents (1976-2016). Predict the reactants needed to synthesize the given product. (1) Given the product [O:3]=[C:4]1[C@H:10]([CH2:11][C:12]([OH:14])=[O:13])[CH2:9][C:8]2[CH:16]=[CH:17][C:18]([O:20][CH2:21][CH2:22][CH2:23][NH:24][C:25]3[CH:30]=[CH:29][CH:28]=[CH:27][N:26]=3)=[CH:19][C:7]=2[CH2:6][N:5]1[CH2:31][CH2:32][C:33]1[CH:38]=[CH:37][CH:36]=[CH:35][CH:34]=1, predict the reactants needed to synthesize it. The reactants are: [Li+].[OH-].[O:3]=[C:4]1[C@H:10]([CH2:11][C:12]([O:14]C)=[O:13])[CH2:9][C:8]2[CH:16]=[CH:17][C:18]([O:20][CH2:21][CH2:22][CH2:23][NH:24][C:25]3[CH:30]=[CH:29][CH:28]=[CH:27][N:26]=3)=[CH:19][C:7]=2[CH2:6][N:5]1[CH2:31][CH2:32][C:33]1[CH:38]=[CH:37][CH:36]=[CH:35][CH:34]=1. (2) Given the product [CH3:43][C:31]1[N:30]=[C:29]([NH:32][C:33]2[CH:41]=[CH:40][C:36]([C:37]([OH:39])=[O:38])=[CH:35][CH:34]=2)[CH:28]=[CH:27][C:26]=1[CH2:25][N:22]1[CH2:23][CH2:24][CH:19]([N:3]2[C@H:4]([C:13]3[CH:18]=[CH:17][CH:16]=[CH:15][CH:14]=3)[CH2:5][N:6]([CH:7]3[CH2:8][CH2:9][O:10][CH2:11][CH2:12]3)[C:2]2=[O:1])[CH2:20][CH2:21]1, predict the reactants needed to synthesize it. The reactants are: [O:1]=[C:2]1[N:6]([CH:7]2[CH2:12][CH2:11][O:10][CH2:9][CH2:8]2)[CH2:5][C@@H:4]([C:13]2[CH:18]=[CH:17][CH:16]=[CH:15][CH:14]=2)[N:3]1[CH:19]1[CH2:24][CH2:23][N:22]([CH2:25][C:26]2[CH:27]=[CH:28][C:29]([NH:32][C:33]3[CH:41]=[CH:40][C:36]([C:37]([OH:39])=[O:38])=[CH:35][CH:34]=3)=[N:30][CH:31]=2)[CH2:21][CH2:20]1.Br[C:43]1N=C(C)C(C=O)=CC=1.ClC1N=CC(C=O)=CC=1. (3) Given the product [C:1]([O:5][C:6](=[O:49])[N:7]([CH2:38][C:39]1[CH:44]=[CH:43][CH:42]=[C:41]([C:45]([CH3:48])([CH3:47])[CH3:46])[CH:40]=1)[C@@H:8]1[C@@H:13]([OH:14])[C@H:12]([CH2:15][C:16]2[CH:17]=[CH:18][C:19]([NH:22][C:23]3[CH:24]=[C:25]([C:27]4[CH:28]=[CH:29][C:30]([F:33])=[CH:31][CH:32]=4)[O:51][N:52]=3)=[CH:20][CH:21]=2)[CH2:11][S:10](=[O:37])(=[O:36])[CH2:9]1)([CH3:3])([CH3:4])[CH3:2], predict the reactants needed to synthesize it. The reactants are: [C:1]([O:5][C:6](=[O:49])[N:7]([CH2:38][C:39]1[CH:44]=[CH:43][CH:42]=[C:41]([C:45]([CH3:48])([CH3:47])[CH3:46])[CH:40]=1)[C@@H:8]1[C@@H:13]([OH:14])[C@H:12]([CH2:15][C:16]2[CH:21]=[CH:20][C:19]([NH:22]/[C:23](/SC)=[CH:24]/[C:25]([C:27]3[CH:32]=[CH:31][C:30]([F:33])=[CH:29][CH:28]=3)=O)=[CH:18][CH:17]=2)[CH2:11][S:10](=[O:37])(=[O:36])[CH2:9]1)([CH3:4])([CH3:3])[CH3:2].Cl.[OH:51][NH2:52].C([O-])([O-])=O.[Na+].[Na+]. (4) Given the product [CH3:22][O:21][C:11]1[CH:12]=[C:13]([CH2:15][CH:16]([NH2:18])[CH3:17])[CH:14]=[C:9]([O:8][CH3:7])[CH:10]=1, predict the reactants needed to synthesize it. The reactants are: [H-].[H-].[H-].[H-].[Li+].[Al+3].[CH3:7][O:8][C:9]1[CH:14]=[C:13]([CH:15]=[C:16]([N+:18]([O-])=O)[CH3:17])[CH:12]=[C:11]([O:21][CH3:22])[CH:10]=1.O.[OH-].[Na+]. (5) Given the product [Br:1][C:2]1[CH:3]=[C:4]([O:11][CH:12]([CH3:14])[CH3:13])[C:5]([CH3:10])=[C:6]([CH:7]=1)[CH:8]=[O:9], predict the reactants needed to synthesize it. The reactants are: [Br:1][C:2]1[CH:3]=[C:4]([O:11][CH:12]([CH3:14])[CH3:13])[C:5]([CH3:10])=[C:6]([CH2:8][OH:9])[CH:7]=1.